This data is from Full USPTO retrosynthesis dataset with 1.9M reactions from patents (1976-2016). The task is: Predict the reactants needed to synthesize the given product. (1) The reactants are: [C:1]([OH:7])(=[O:6])/[C:2](=[CH:4]\[CH3:5])/[CH3:3].C(N(C(C)C)CC)(C)C.[Cl:17][C:18]1[CH:26]=[C:25]([Cl:27])[CH:24]=[C:23]([Cl:28])[C:19]=1[C:20](Cl)=[O:21]. Given the product [CH3:3]/[C:2](=[CH:4]/[CH3:5])/[C:1]([O:7][C:20](=[O:21])[C:19]1[C:23]([Cl:28])=[CH:24][C:25]([Cl:27])=[CH:26][C:18]=1[Cl:17])=[O:6], predict the reactants needed to synthesize it. (2) Given the product [C:1]1([C:7]2[CH:8]=[C:9]3[C:13](=[C:14]([C:16]([NH2:18])=[O:17])[CH:15]=2)[NH:12][CH:11]=[C:10]3[CH:32]2[CH2:33][CH2:34][CH2:35][NH:30][CH2:31]2)[CH:6]=[CH:5][CH:4]=[CH:3][CH:2]=1.[C:1]1([C:7]2[CH:8]=[C:9]3[C:13](=[C:14]([C:16]([NH2:18])=[O:17])[CH:15]=2)[NH:12][CH:11]=[C:10]3[CH:32]2[CH2:33][CH2:34][CH2:35][N:30]([CH2:29][C:23]3[CH:28]=[CH:27][CH:26]=[CH:25][CH:24]=3)[CH2:31]2)[CH:6]=[CH:5][CH:4]=[CH:3][CH:2]=1, predict the reactants needed to synthesize it. The reactants are: [C:1]1([C:7]2[CH:8]=[C:9]3[C:13](=[C:14]([C:16]([NH2:18])=[O:17])[CH:15]=2)[NH:12][CH:11]=[CH:10]3)[CH:6]=[CH:5][CH:4]=[CH:3][CH:2]=1.[OH-].[K+].O.Cl.[C:23]1([CH2:29][N:30]2[CH2:35][CH2:34][CH2:33][C:32](=O)[CH2:31]2)[CH:28]=[CH:27][CH:26]=[CH:25][CH:24]=1. (3) Given the product [CH2:12]([O:14][C:15](=[O:27])[CH2:16][O:17][C:18]1[CH:23]=[CH:22][C:21]([Br:24])=[CH:20][C:19]=1[CH:25]([OH:26])[C:6]#[C:5][Si:2]([CH3:4])([CH3:3])[CH3:1])[CH3:13], predict the reactants needed to synthesize it. The reactants are: [CH3:1][Si:2]([C:5]#[CH:6])([CH3:4])[CH3:3].C([Li])CCC.[CH2:12]([O:14][C:15](=[O:27])[CH2:16][O:17][C:18]1[CH:23]=[CH:22][C:21]([Br:24])=[CH:20][C:19]=1[CH:25]=[O:26])[CH3:13].[NH4+].[Cl-]. (4) The reactants are: [OH:1][C:2]1[CH:7]=[CH:6][CH:5]=[CH:4][C:3]=1[CH2:8][C:9]([OH:11])=[O:10].S(=O)(=O)(O)O.[CH3:17]O. Given the product [OH:1][C:2]1[CH:7]=[CH:6][CH:5]=[CH:4][C:3]=1[CH2:8][C:9]([O:11][CH3:17])=[O:10], predict the reactants needed to synthesize it. (5) Given the product [N:45]1([CH2:50][CH2:51][CH2:52][NH:53][C:9]([C:11]2[N:12]([CH3:33])[C:13]3[C:21]([C:22]=2[Br:23])=[C:20]2[C:16]([C:17](=[O:25])[NH:18][C:19]2=[O:24])=[C:15]([C:26]2[CH:31]=[CH:30][CH:29]=[CH:28][C:27]=2[Cl:32])[CH:14]=3)=[O:10])[CH2:49][CH2:48][CH2:47][CH2:46]1, predict the reactants needed to synthesize it. The reactants are: FC1C(O[C:9]([C:11]2[N:12]([CH3:33])[C:13]3[C:21]([C:22]=2[Br:23])=[C:20]2[C:16]([C:17](=[O:25])[NH:18][C:19]2=[O:24])=[C:15]([C:26]2[CH:31]=[CH:30][CH:29]=[CH:28][C:27]=2[Cl:32])[CH:14]=3)=[O:10])=C(F)C(F)=C(F)C=1F.C(N(CC)CC)C.[N:45]1([CH2:50][CH2:51][CH2:52][NH2:53])[CH2:49][CH2:48][CH2:47][CH2:46]1.C(OCC)(=O)C. (6) Given the product [Cl:1][C:2]1[CH:3]=[C:4]([C:13]2[O:14][C:15]3[CH2:21][CH2:20][CH:19]([O:22][CH2:24][C:25]([N:27]4[CH2:32][CH2:31][O:30][CH2:29][CH2:28]4)=[O:26])[CH2:18][C:16]=3[N:17]=2)[CH:5]=[CH:6][C:7]=1[O:8][CH2:9][CH:10]1[CH2:11][CH2:12]1, predict the reactants needed to synthesize it. The reactants are: [Cl:1][C:2]1[CH:3]=[C:4]([C:13]2[O:14][C:15]3[CH2:21][CH2:20][CH:19]([OH:22])[CH2:18][C:16]=3[N:17]=2)[CH:5]=[CH:6][C:7]=1[O:8][CH2:9][CH:10]1[CH2:12][CH2:11]1.Cl[CH2:24][C:25]([N:27]1[CH2:32][CH2:31][O:30][CH2:29][CH2:28]1)=[O:26].CC(C)([O-])C.[K+].[Cl-].[NH4+]. (7) The reactants are: [CH3:1][O:2][C:3]1[CH:8]=[CH:7][CH:6]=[CH:5][C:4]=1[C:9]1[C:17]2[C:12](=[N:13][CH:14]=[C:15]([C:18]3[CH:19]=[C:20]([CH:24]=[CH:25][CH:26]=3)[C:21](O)=[O:22])[N:16]=2)[NH:11][CH:10]=1.CCN=C=NCCCN(C)C.CN(C(ON1N=NC2C=CC=CC1=2)=[N+](C)C)C.F[P-](F)(F)(F)(F)F.C(N(C(C)C)CC)(C)C.[CH3:71][N:72]([CH3:81])[CH2:73][CH2:74][N:75]1[CH2:80][CH2:79][NH:78][CH2:77][CH2:76]1. Given the product [CH3:71][N:72]([CH3:81])[CH2:73][CH2:74][N:75]1[CH2:80][CH2:79][N:78]([C:21]([C:20]2[CH:24]=[CH:25][CH:26]=[C:18]([C:15]3[N:16]=[C:17]4[C:9]([C:4]5[CH:5]=[CH:6][CH:7]=[CH:8][C:3]=5[O:2][CH3:1])=[CH:10][NH:11][C:12]4=[N:13][CH:14]=3)[CH:19]=2)=[O:22])[CH2:77][CH2:76]1, predict the reactants needed to synthesize it. (8) Given the product [F:28][C:29]([F:37])([F:36])[C:30]([C:7]1[CH:8]=[CH:9][C:10]([O:24][CH2:25][O:26][CH3:27])=[C:11]([CH2:21][CH2:22][CH3:23])[C:12]=1[CH2:13][O:14][CH:15]1[CH2:20][CH2:19][CH2:18][CH2:17][O:16]1)([OH:31])[C:32]([F:35])([F:34])[F:33], predict the reactants needed to synthesize it. The reactants are: C([Li])CCC.Br[C:7]1[C:12]([CH2:13][O:14][CH:15]2[CH2:20][CH2:19][CH2:18][CH2:17][O:16]2)=[C:11]([CH2:21][CH2:22][CH3:23])[C:10]([O:24][CH2:25][O:26][CH3:27])=[CH:9][CH:8]=1.[F:28][C:29]([F:37])([F:36])[C:30]([C:32]([F:35])([F:34])[F:33])=[O:31].O. (9) Given the product [C:15]([O:14][C:12]([N:1]1[CH2:11][CH2:10][CH2:9][C@@H:3]([C:4]([OH:6])=[O:5])[CH2:2]1)=[O:13])([CH3:18])([CH3:17])[CH3:16], predict the reactants needed to synthesize it. The reactants are: [NH:1]1[CH2:11][CH2:10][CH2:9][C@@H:3]([C:4]([O:6]CC)=[O:5])[CH2:2]1.[C:12](O[C:12]([O:14][C:15]([CH3:18])([CH3:17])[CH3:16])=[O:13])([O:14][C:15]([CH3:18])([CH3:17])[CH3:16])=[O:13].O.[OH-].[Li+].